From a dataset of Forward reaction prediction with 1.9M reactions from USPTO patents (1976-2016). Predict the product of the given reaction. Given the reactants [C:1]([O:5][C:6]([N:8]1[CH2:13][C@H:12]([CH2:14]Cl)[N:11]([CH2:16][C:17]([N:19]2[C:27]3[C:22](=[N:23][CH:24]=[C:25]([CH2:28][C:29]4[CH:34]=[CH:33][C:32]([F:35])=[CH:31][CH:30]=4)[CH:26]=3)[C:21]([CH3:37])([CH3:36])[CH2:20]2)=[O:18])[CH2:10][C@H:9]1[CH3:38])=[O:7])([CH3:4])([CH3:3])[CH3:2].[CH3:39][C@@H:40]1[CH2:45][O:44][CH2:43][CH2:42][NH:41]1, predict the reaction product. The product is: [C:1]([O:5][C:6]([N:8]1[CH2:13][C@H:12]([CH2:14][N:41]2[CH2:42][CH2:43][O:44][CH2:45][C@H:40]2[CH3:39])[N:11]([CH2:16][C:17]([N:19]2[C:27]3[C:22](=[N:23][CH:24]=[C:25]([CH2:28][C:29]4[CH:34]=[CH:33][C:32]([F:35])=[CH:31][CH:30]=4)[CH:26]=3)[C:21]([CH3:37])([CH3:36])[CH2:20]2)=[O:18])[CH2:10][C@H:9]1[CH3:38])=[O:7])([CH3:4])([CH3:3])[CH3:2].